This data is from Peptide-MHC class I binding affinity with 185,985 pairs from IEDB/IMGT. The task is: Regression. Given a peptide amino acid sequence and an MHC pseudo amino acid sequence, predict their binding affinity value. This is MHC class I binding data. (1) The peptide sequence is SGPSNTYPEI. The MHC is HLA-B57:01 with pseudo-sequence HLA-B57:01. The binding affinity (normalized) is 0. (2) The binding affinity (normalized) is 0. The MHC is HLA-A26:01 with pseudo-sequence HLA-A26:01. The peptide sequence is GMFTNRSGS.